Regression. Given two drug SMILES strings and cell line genomic features, predict the synergy score measuring deviation from expected non-interaction effect. From a dataset of NCI-60 drug combinations with 297,098 pairs across 59 cell lines. (1) Drug 1: C1=CC(=CC=C1CCCC(=O)O)N(CCCl)CCCl. Drug 2: CNC(=O)C1=NC=CC(=C1)OC2=CC=C(C=C2)NC(=O)NC3=CC(=C(C=C3)Cl)C(F)(F)F. Cell line: SW-620. Synergy scores: CSS=19.5, Synergy_ZIP=-10.1, Synergy_Bliss=-8.19, Synergy_Loewe=-11.8, Synergy_HSA=-8.89. (2) Drug 1: CN(CC1=CN=C2C(=N1)C(=NC(=N2)N)N)C3=CC=C(C=C3)C(=O)NC(CCC(=O)O)C(=O)O. Drug 2: C1CN(P(=O)(OC1)NCCCl)CCCl. Cell line: MDA-MB-435. Synergy scores: CSS=42.0, Synergy_ZIP=-0.166, Synergy_Bliss=-3.83, Synergy_Loewe=-31.5, Synergy_HSA=-3.95.